This data is from Forward reaction prediction with 1.9M reactions from USPTO patents (1976-2016). The task is: Predict the product of the given reaction. (1) Given the reactants O=[C:2]([CH:9]1[CH2:14][CH2:13][O:12][CH2:11][CH2:10]1)[CH2:3][C:4]([O:6]CC)=O.[CH3:15][C:16]1[C:20]([CH2:21][C:22]2[CH:27]=[CH:26][CH:25]=[C:24]([C:28]([F:31])([F:30])[F:29])[C:23]=2[CH3:32])=[C:19]([NH2:33])[NH:18][N:17]=1, predict the reaction product. The product is: [CH3:15][C:16]1[C:20]([CH2:21][C:22]2[CH:27]=[CH:26][CH:25]=[C:24]([C:28]([F:30])([F:29])[F:31])[C:23]=2[CH3:32])=[C:19]2[NH:33][C:2]([CH:9]3[CH2:10][CH2:11][O:12][CH2:13][CH2:14]3)=[CH:3][C:4](=[O:6])[N:18]2[N:17]=1. (2) Given the reactants C[O:2][C:3](=[O:22])[CH2:4][C:5]1[CH:10]=[CH:9][C:8]([O:11][CH2:12][CH2:13][CH:14]([O:16]S(C)(=O)=O)[CH3:15])=[C:7]([CH3:21])[CH:6]=1.[Cl:23][C:24]1[CH:29]=[CH:28][C:27](O)=[C:26]([O:31][C:32]2[CH:37]=[CH:36][C:35]([F:38])=[CH:34][CH:33]=2)[CH:25]=1, predict the reaction product. The product is: [Cl:23][C:24]1[CH:29]=[CH:28][C:27]([O:16][C@H:14]([CH3:15])[CH2:13][CH2:12][O:11][C:8]2[CH:9]=[CH:10][C:5]([CH2:4][C:3]([OH:2])=[O:22])=[CH:6][C:7]=2[CH3:21])=[C:26]([O:31][C:32]2[CH:37]=[CH:36][C:35]([F:38])=[CH:34][CH:33]=2)[CH:25]=1. (3) The product is: [NH2:16][CH:3]1[CH2:4][CH2:5][CH2:6][C:2]1([CH3:1])[C:8]#[N:9]. Given the reactants [CH3:1][C:2]1([C:8]#[N:9])[CH2:6][CH2:5][CH2:4][C:3]1=O.C([O-])(=O)C.[NH4+].C([BH3-])#[N:16].[Na+], predict the reaction product. (4) Given the reactants [F:1][C:2]1[CH:3]=[C:4]([CH3:13])[CH:5]=[C:6]2[C:10]=1[NH:9][C:8](=O)[C:7]2=O.[H-].[H-].[H-].[H-].[Li+].[Al+3].[OH-].[Na+], predict the reaction product. The product is: [F:1][C:2]1[CH:3]=[C:4]([CH3:13])[CH:5]=[C:6]2[C:10]=1[NH:9][CH:8]=[CH:7]2.